From a dataset of Reaction yield outcomes from USPTO patents with 853,638 reactions. Predict the reaction yield, written as a fraction of the theoretical maximum amount of product (1.0 means a 100% yield; for example, 0.34 means a 34% yield). (1) The reactants are [C:1]([N:4]([C:8]1[C:17]2[C:12](=[CH:13][CH:14]=[CH:15][C:16]=2[O:18][CH:19]2[CH2:24][CH2:23][CH2:22][CH2:21][CH2:20]2)[N:11]=[C:10]([CH3:25])[C:9]=1[C:26]([O:28][CH2:29][CH3:30])=[O:27])[C:5](=[O:7])[CH3:6])(=[O:3])[CH3:2].C1C=C(Cl)C=C(C(OO)=[O:39])C=1. The catalyst is ClCCCl. The product is [C:1]([N:4]([C:8]1[C:17]2[C:12](=[CH:13][CH:14]=[CH:15][C:16]=2[O:18][CH:19]2[CH2:20][CH2:21][CH2:22][CH2:23][CH2:24]2)[N+:11]([O-:39])=[C:10]([CH3:25])[C:9]=1[C:26]([O:28][CH2:29][CH3:30])=[O:27])[C:5](=[O:7])[CH3:6])(=[O:3])[CH3:2]. The yield is 0.970. (2) The reactants are [CH3:1]C([O-])(C)C.[K+].C1COCC1.[CH3:12][O:13][C:14]1[CH:15]=[C:16]([C:22]([C@@H:24]2[C@:33]3([CH3:34])[C@H:28]([C:29]([CH3:36])([CH3:35])[CH2:30][CH2:31][CH2:32]3)[CH2:27][C:26](=O)[C@H:25]2[CH3:38])=[O:23])[CH:17]=[C:18]([O:20][CH3:21])[CH:19]=1.C([O-])(O)=O.[Na+]. The catalyst is CCOC(C)=O. The product is [CH3:38][C@@H:25]1[C:26](=[CH2:1])[CH2:27][C@@H:28]2[C@:33]([CH3:34])([CH2:32][CH2:31][CH2:30][C:29]2([CH3:36])[CH3:35])[C@H:24]1[C:22]([C:16]1[CH:15]=[C:14]([O:13][CH3:12])[CH:19]=[C:18]([O:20][CH3:21])[CH:17]=1)=[O:23]. The yield is 0.870.